From a dataset of Experimentally validated miRNA-target interactions with 360,000+ pairs, plus equal number of negative samples. Binary Classification. Given a miRNA mature sequence and a target amino acid sequence, predict their likelihood of interaction. (1) The miRNA is mmu-miR-466n-3p with sequence UAUACAUGAGAGCAUACAUAGA. The protein sequence of the target gene is MSVNVSTAGKGVDPNTVDTYDSGDDWEIGVGNLIIDLDADLEKDRQKFEMNNSTNTTTNTTKDCGGPASNGTCSTSALADGLKFASVQPSAPQGNSHKETSKSKVKRAKTSKDANKSLPSAALYGIPEISSTGKRQEVQGRPGEATGMNSALGQSVSGGGSSNPNSNGTSTGTSAATAGAGSCGKSKEEKPGKSHSSRGAKRDKDAARSRKEKHDLLQGHQNGGGGQAPSGGHLYGFGTKSNGSGASPFHCGGAGSGSVGAAGEVSKTAPDSTLMGNSMLVKKEEEEEESHRRIKKLKTE.... Result: 1 (interaction). (2) Result: 0 (no interaction). The protein sequence of the target gene is MWKRWLALSLVTIALVHGEEEPRSKSKICANVFCGAGRECAVTEKGEPTCLCIEQCKPHKRPVCGSNGKTYLNHCELHRDACLTGSKIQVDYDGHCKEKKSASPSASPVVCYQANRDELRRRLIQWLEAEIIPDGWFSKGSNYSEILDKYFKSFDNGDSHLDSSEFLKFVEQNETAINITTYADQENNKLLRSLCVDALIELSDENADWKLSFQEFLKCLNPSFNPPEKKCALEDETYADGAETEVDCNRCVCSCGHWVCTAMTCDGKNQKGVQTHTEEEKTGYVQELQKHQGTAEKTKK.... The miRNA is hsa-miR-1204 with sequence UCGUGGCCUGGUCUCCAUUAU.